Dataset: Forward reaction prediction with 1.9M reactions from USPTO patents (1976-2016). Task: Predict the product of the given reaction. (1) Given the reactants [CH2:1]([N:3]([CH:29]1[CH2:34][CH2:33][O:32][CH2:31][CH2:30]1)[C:4]1[C:20]2[CH2:19][CH2:18][CH2:17][CH2:16][O:15][CH2:14][C:13]3[CH:21]=[C:22]([CH3:27])[N:23]=[C:24]([O:25]C)[C:12]=3[CH2:11][NH:10][C:9](=[O:28])[C:8]=2[CH:7]=[CH:6][CH:5]=1)[CH3:2].Cl.CO.C(OC)(C)(C)C, predict the reaction product. The product is: [CH2:1]([N:3]([CH:29]1[CH2:30][CH2:31][O:32][CH2:33][CH2:34]1)[C:4]1[C:20]2[CH2:19][CH2:18][CH2:17][CH2:16][O:15][CH2:14][C:13]3[CH:21]=[C:22]([CH3:27])[NH:23][C:24](=[O:25])[C:12]=3[CH2:11][NH:10][C:9](=[O:28])[C:8]=2[CH:7]=[CH:6][CH:5]=1)[CH3:2]. (2) Given the reactants [CH3:1][C:2]1[NH:3][C:4]2[CH:10]=[C:9]([C:11]([OH:13])=O)[CH:8]=[CH:7][C:5]=2[N:6]=1.[NH2:14][C:15]1[CH:20]=[CH:19][CH:18]=[CH:17][C:16]=1O.C(N(CC)CC)C.CCN=C=NCCCN(C)C.[CH3:40][S:41]([OH:44])(=[O:43])=[O:42], predict the reaction product. The product is: [CH3:40][S:41]([OH:44])(=[O:43])=[O:42].[O:13]1[C:16]2[CH:17]=[CH:18][CH:19]=[CH:20][C:15]=2[N:14]=[C:11]1[C:9]1[CH:8]=[CH:7][C:5]2[N:6]=[C:2]([CH3:1])[NH:3][C:4]=2[CH:10]=1. (3) Given the reactants [CH3:1][O:2][C:3]1[N:4]=[C:5]2[C:10](=[CH:11][CH:12]=1)[N:9]=[CH:8][CH:7]=[C:6]2[NH2:13].CC(C)([O-])C.[K+].[Cl:20][CH2:21][C:22](OCC)=[O:23].O, predict the reaction product. The product is: [Cl:20][CH2:21][C:22]([NH:13][C:6]1[C:5]2[C:10](=[CH:11][CH:12]=[C:3]([O:2][CH3:1])[N:4]=2)[N:9]=[CH:8][CH:7]=1)=[O:23].